From a dataset of Forward reaction prediction with 1.9M reactions from USPTO patents (1976-2016). Predict the product of the given reaction. (1) Given the reactants [C:1]([O-])([O-])=O.[K+].[K+].Cl[C:8]1[CH:15]=[N:14][CH:13]=[CH:12][C:9]=1[CH:10]=[O:11].CB1OB(C)OB(C)O1, predict the reaction product. The product is: [CH3:1][C:8]1[CH:15]=[N:14][CH:13]=[CH:12][C:9]=1[CH:10]=[O:11]. (2) Given the reactants Br[C:2]1[CH:3]=[C:4]([CH2:8][CH2:9][CH2:10][OH:11])[CH:5]=[CH:6][CH:7]=1.C([Li])CCC.[C:17](=[O:19])=[O:18].Cl, predict the reaction product. The product is: [OH:11][CH2:10][CH2:9][CH2:8][C:4]1[CH:3]=[C:2]([CH:7]=[CH:6][CH:5]=1)[C:17]([OH:19])=[O:18]. (3) Given the reactants [N+:1]([C:4]1[CH:9]=[CH:8][C:7]([O:10][CH2:11][C:12]([F:17])([F:16])[CH:13]([F:15])[F:14])=[CH:6][CH:5]=1)([O-])=O, predict the reaction product. The product is: [F:16][C:12]([F:17])([CH:13]([F:14])[F:15])[CH2:11][O:10][C:7]1[CH:6]=[CH:5][C:4]([NH2:1])=[CH:9][CH:8]=1.